The task is: Predict the product of the given reaction.. This data is from Forward reaction prediction with 1.9M reactions from USPTO patents (1976-2016). Given the reactants [N:1]1[N:5]2[C:6]([C:10]3[CH:11]=[C:12]([NH:16][C:17](=[O:28])[C:18]4[CH:23]=[CH:22][CH:21]=[C:20]([C:24]([F:27])([F:26])[F:25])[CH:19]=4)[CH:13]=[CH:14][CH:15]=3)=[CH:7][CH2:8][NH:9][C:4]2=[CH:3][CH:2]=1.[H-].[Na+].[CH2:31]([N:33]=[C:34]=[O:35])[CH3:32], predict the reaction product. The product is: [CH2:31]([NH:33][C:34]([N:9]1[CH2:8][CH:7]=[C:6]([C:10]2[CH:15]=[CH:14][CH:13]=[C:12]([NH:16][C:17](=[O:28])[C:18]3[CH:23]=[CH:22][CH:21]=[C:20]([C:24]([F:25])([F:26])[F:27])[CH:19]=3)[CH:11]=2)[N:5]2[N:1]=[CH:2][CH:3]=[C:4]12)=[O:35])[CH3:32].